This data is from Forward reaction prediction with 1.9M reactions from USPTO patents (1976-2016). The task is: Predict the product of the given reaction. (1) Given the reactants [CH2:1]([N:3]1[C:12]2[C:7](=[CH:8][C:9]([I:13])=[CH:10][CH:11]=2)[C:6](=[O:14])[C:5]([C:15]([O:17]CC)=[O:16])=[CH:4]1)[CH3:2].[OH-].[Na+], predict the reaction product. The product is: [CH2:1]([N:3]1[C:12]2[C:7](=[CH:8][C:9]([I:13])=[CH:10][CH:11]=2)[C:6](=[O:14])[C:5]([C:15]([OH:17])=[O:16])=[CH:4]1)[CH3:2]. (2) Given the reactants [Cl:1][C:2]1[CH:7]=[CH:6][C:5](B(O)O)=[CH:4][CH:3]=1.[C:11]([O:15][C:16]([N:18]1[CH2:23][CH2:22][N:21]([C:24]2[CH:29]=[N:28][CH:27]=[C:26](Cl)[N:25]=2)[CH2:20][CH2:19]1)=[O:17])([CH3:14])([CH3:13])[CH3:12].O.C(=O)([O-])[O-].[Na+].[Na+], predict the reaction product. The product is: [C:11]([O:15][C:16]([N:18]1[CH2:23][CH2:22][N:21]([C:24]2[CH:29]=[N:28][CH:27]=[C:26]([C:5]3[CH:6]=[CH:7][C:2]([Cl:1])=[CH:3][CH:4]=3)[N:25]=2)[CH2:20][CH2:19]1)=[O:17])([CH3:14])([CH3:12])[CH3:13]. (3) Given the reactants [C:1]([O:5][C:6](=[O:31])[NH:7][C@H:8]([C:12]1[CH:17]=[C:16]([C:18]2[N:22]([CH3:23])[N:21]=[CH:20][C:19]=2[NH:24][C:25](=[O:30])[C@H:26]([CH3:29])[CH:27]=C)[CH:15]=[CH:14][N:13]=1)[CH2:9][CH:10]=C)([CH3:4])([CH3:3])[CH3:2], predict the reaction product. The product is: [CH3:23][N:22]1[N:21]=[CH:20][C:19]2[NH:24][C:25](=[O:30])[C@H:26]([CH3:27])[CH:29]=[CH:10][CH2:9][C@H:8]([NH:7][C:6](=[O:31])[O:5][C:1]([CH3:3])([CH3:4])[CH3:2])[C:12]3[CH:17]=[C:16]([CH:15]=[CH:14][N:13]=3)[C:18]1=2. (4) Given the reactants [CH3:1][O:2][C:3]([C@H:5]1[CH2:10][N:9]([C:11]2[CH:16]=[CH:15][C:14]([C:17]([F:20])([F:19])[F:18])=[CH:13][N:12]=2)[CH2:8][CH2:7][N:6]1C(OC(C)(C)C)=O)=[O:4].C(O)(C(F)(F)F)=O.C(Cl)Cl, predict the reaction product. The product is: [CH3:1][O:2][C:3]([C@H:5]1[CH2:10][N:9]([C:11]2[CH:16]=[CH:15][C:14]([C:17]([F:20])([F:18])[F:19])=[CH:13][N:12]=2)[CH2:8][CH2:7][NH:6]1)=[O:4].